From a dataset of Forward reaction prediction with 1.9M reactions from USPTO patents (1976-2016). Predict the product of the given reaction. (1) Given the reactants C(=O)([O-])[O-].[K+].[K+].[OH:7][C:8]1[CH:15]=[C:14]([O:16][CH2:17][C:18]2[C:19]([CH3:30])=[C:20]([C:24]3[CH:29]=[CH:28][CH:27]=[CH:26][CH:25]=3)[CH:21]=[CH:22][CH:23]=2)[CH:13]=[CH:12][C:9]=1[CH:10]=[O:11].Br[CH2:32][C:33]1[CH:34]=[CH:35][C:36]([F:41])=[C:37]([CH:40]=1)[C:38]#[N:39].Cl, predict the reaction product. The product is: [F:41][C:36]1[CH:35]=[CH:34][C:33]([CH2:32][O:7][C:8]2[CH:15]=[C:14]([O:16][CH2:17][C:18]3[C:19]([CH3:30])=[C:20]([C:24]4[CH:29]=[CH:28][CH:27]=[CH:26][CH:25]=4)[CH:21]=[CH:22][CH:23]=3)[CH:13]=[CH:12][C:9]=2[CH:10]=[O:11])=[CH:40][C:37]=1[C:38]#[N:39]. (2) Given the reactants [C:1]([O:5][C:6](=[O:48])[C:7]1[CH:12]=[CH:11][C:10]([CH2:13][CH2:14][S:15]([N:18]2[CH2:23][CH2:22][C:21]([NH:26][C:27](=[O:46])[C:28]3[CH:33]=[C:32]([C:34]([F:37])([F:36])[F:35])[CH:31]=[C:30]([O:38][CH2:39][C:40]4[CH:45]=[CH:44][CH:43]=[CH:42][CH:41]=4)[CH:29]=3)([C:24]#[N:25])[CH2:20][CH2:19]2)(=[O:17])=[O:16])=[C:9]([CH3:47])[CH:8]=1)([CH3:4])([CH3:3])[CH3:2].CS(C)=[O:51].[OH-].[Na+].OO.S([O-])([O-])(=O)=S.[Na+].[Na+].[Cl-].[NH4+], predict the reaction product. The product is: [C:1]([O:5][C:6](=[O:48])[C:7]1[CH:12]=[CH:11][C:10]([CH2:13][CH2:14][S:15]([N:18]2[CH2:19][CH2:20][C:21]([NH:26][C:27](=[O:46])[C:28]3[CH:33]=[C:32]([C:34]([F:37])([F:35])[F:36])[CH:31]=[C:30]([O:38][CH2:39][C:40]4[CH:41]=[CH:42][CH:43]=[CH:44][CH:45]=4)[CH:29]=3)([C:24](=[O:51])[NH2:25])[CH2:22][CH2:23]2)(=[O:16])=[O:17])=[C:9]([CH3:47])[CH:8]=1)([CH3:4])([CH3:3])[CH3:2]. (3) Given the reactants Cl[C:2]1[N:3]=[C:4]([C:10]2[CH:11]=[N:12][CH:13]=[CH:14][CH:15]=2)[S:5][C:6]=1[N+:7]([O-:9])=[O:8].[CH3:16][S-:17].[Na+], predict the reaction product. The product is: [CH3:16][S:17][C:2]1[N:3]=[C:4]([C:10]2[CH:11]=[N:12][CH:13]=[CH:14][CH:15]=2)[S:5][C:6]=1[N+:7]([O-:9])=[O:8]. (4) The product is: [C:1]([O:5][C:6](=[O:7])[NH:8][C@@H:9]([CH2:13][C:14]1[CH:19]=[CH:18][C:17]([N+:20]([O-:22])=[O:21])=[CH:16][CH:15]=1)[C:10](=[C:27]1[C:28](=[O:30])[O:29][C:24]([CH3:32])([CH3:23])[O:25][C:26]1=[O:31])[OH:12])([CH3:2])([CH3:3])[CH3:4]. Given the reactants [C:1]([O:5][C:6]([NH:8][C@@H:9]([CH2:13][C:14]1[CH:19]=[CH:18][C:17]([N+:20]([O-:22])=[O:21])=[CH:16][CH:15]=1)[C:10]([OH:12])=O)=[O:7])([CH3:4])([CH3:3])[CH3:2].[CH3:23][C:24]1([CH3:32])[O:29][C:28](=[O:30])[CH2:27][C:26](=[O:31])[O:25]1.Cl.CN(C)CCCN=C=NCC, predict the reaction product. (5) Given the reactants [I:1][C:2]1[CH:7]=[CH:6][C:5]([N:8]([CH2:21][C:22]2[CH:27]=[CH:26][CH:25]=[C:24]([O:28]C3CCCCO3)[CH:23]=2)[S:9]([C:12]2[C:17]([CH3:18])=[CH:16][C:15]([CH3:19])=[CH:14][C:13]=2[CH3:20])(=[O:11])=[O:10])=[CH:4][CH:3]=1.Cl.C([SiH](CC)CC)C.C(=O)(O)[O-].[Na+], predict the reaction product. The product is: [OH:28][C:24]1[CH:23]=[C:22]([CH:27]=[CH:26][CH:25]=1)[CH2:21][N:8]([C:5]1[CH:4]=[CH:3][C:2]([I:1])=[CH:7][CH:6]=1)[S:9]([C:12]1[C:17]([CH3:18])=[CH:16][C:15]([CH3:19])=[CH:14][C:13]=1[CH3:20])(=[O:11])=[O:10]. (6) Given the reactants Cl[C:2]1[C:11]2[C:6](=[CH:7][C:8]3[CH:15]=[C:14]([O:16][CH2:17][CH2:18][N:19]4[CH2:24][CH2:23][O:22][CH2:21][CH2:20]4)[C:13]([O:25][CH3:26])=[CH:12][C:9]=3[CH:10]=2)[N:5]=[CH:4][C:3]=1[C:27]#[N:28].ClC1C=C(N[S:37][C:38]2[N:39]([CH3:43])[CH:40]=[CH:41][N:42]=2)C=CC=1.[ClH:44].[N:45]1[CH:50]=[CH:49][CH:48]=[CH:47][CH:46]=1.[CH2:51](OCCO)C, predict the reaction product. The product is: [Cl:44][C:46]1[CH:51]=[C:50]([NH:45][C:2]2[C:11]3[C:6](=[CH:7][C:8]4[CH:15]=[C:14]([O:16][CH2:17][CH2:18][N:19]5[CH2:24][CH2:23][O:22][CH2:21][CH2:20]5)[C:13]([O:25][CH3:26])=[CH:12][C:9]=4[CH:10]=3)[N:5]=[CH:4][C:3]=2[C:27]#[N:28])[CH:49]=[CH:48][C:47]=1[S:37][C:38]1[N:39]([CH3:43])[CH:40]=[CH:41][N:42]=1. (7) Given the reactants [C:1]([O:5][C:6](=[O:20])[CH2:7][O:8][CH2:9][CH2:10][CH2:11][O:12]CC1C=CC=CC=1)([CH3:4])([CH3:3])[CH3:2], predict the reaction product. The product is: [C:1]([O:5][C:6](=[O:20])[CH2:7][O:8][CH2:9][CH2:10][CH2:11][OH:12])([CH3:4])([CH3:2])[CH3:3].